This data is from Full USPTO retrosynthesis dataset with 1.9M reactions from patents (1976-2016). The task is: Predict the reactants needed to synthesize the given product. (1) Given the product [NH2:14][C:13]1[O:36][C:34]2[N:33]([CH3:37])[N:32]=[C:31]([C:28]3[CH:27]=[CH:26][C:25]([O:24][CH3:23])=[CH:30][CH:29]=3)[C:35]=2[CH:9]([C:6]2[CH:7]=[CH:8][C:3]([O:2][CH3:1])=[CH:4][CH:5]=2)[C:12]=1[C:11]#[N:15], predict the reactants needed to synthesize it. The reactants are: [CH3:1][O:2][C:3]1[CH:4]=[CH:5][C:6]([CH:9]=O)=[CH:7][CH:8]=1.[C:11](#[N:15])[CH2:12][C:13]#[N:14].C(N(CC)CC)C.[CH3:23][O:24][C:25]1[CH:30]=[CH:29][C:28]([C:31]2[CH2:35][C:34](=[O:36])[N:33]([CH3:37])[N:32]=2)=[CH:27][CH:26]=1. (2) Given the product [C:33]([N:28]1[CH2:29][CH2:30][CH2:31][C@@H:26]([NH:25][C:24]2[C:17]3[C:18](=[N:19][CH:20]=[CH:21][C:16]=3[O:15][C:12]3[CH:13]=[CH:14][C:9]([C:8]([NH:7][C:5]4[S:6][C:2]([CH3:1])=[N:3][N:4]=4)=[O:32])=[CH:10][CH:11]=3)[NH:22][N:23]=2)[CH2:27]1)(=[O:37])[C:34]#[C:35][CH3:36], predict the reactants needed to synthesize it. The reactants are: [CH3:1][C:2]1[S:6][C:5]([NH:7][C:8](=[O:32])[C:9]2[CH:14]=[CH:13][C:12]([O:15][C:16]3[CH:21]=[CH:20][N:19]=[C:18]4[NH:22][N:23]=[C:24]([NH:25][C@@H:26]5[CH2:31][CH2:30][CH2:29][NH:28][CH2:27]5)[C:17]=34)=[CH:11][CH:10]=2)=[N:4][N:3]=1.[C:33](O)(=[O:37])[C:34]#[C:35][CH3:36].CCN=C=NCCCN(C)C.Cl. (3) The reactants are: [Br:1][C:2]1[CH:7]=[CH:6][C:5]([C:8]2[N:13]=[N:12][C:11]([NH2:14])=[N:10][CH:9]=2)=[CH:4][CH:3]=1.Cl[CH:16]([C:19]1([C:22]2[CH:23]=[C:24]3[C:29](=[CH:30][CH:31]=2)[N:28]=[CH:27][CH:26]=[CH:25]3)[CH2:21][CH2:20]1)[CH:17]=O. Given the product [Br:1][C:2]1[CH:3]=[CH:4][C:5]([C:8]2[CH:9]=[N:10][C:11]3[N:12]([C:16]([C:19]4([C:22]5[CH:23]=[C:24]6[C:29](=[CH:30][CH:31]=5)[N:28]=[CH:27][CH:26]=[CH:25]6)[CH2:21][CH2:20]4)=[CH:17][N:14]=3)[N:13]=2)=[CH:6][CH:7]=1, predict the reactants needed to synthesize it. (4) Given the product [OH:3][C:4]1[N:9]2[N:10]=[CH:11][CH:12]=[C:8]2[N:7]=[C:6]([C:13]([OH:15])=[O:14])[CH:5]=1, predict the reactants needed to synthesize it. The reactants are: [OH-].[Na+].[OH:3][C:4]1[N:9]2[N:10]=[CH:11][CH:12]=[C:8]2[N:7]=[C:6]([C:13]([O:15]C)=[O:14])[CH:5]=1. (5) Given the product [CH3:5][O:6][C:7](=[O:20])[NH:8][C:9]1[S:10][C:11]2[C:17]([N:13]3[CH2:9][CH2:1][O:4][CH2:11][CH2:12]3)=[CH:16][CH:15]=[C:14]([O:18][CH3:19])[C:12]=2[N:13]=1, predict the reactants needed to synthesize it. The reactants are: [C:1](=[O:4])([O-])N.[CH3:5][O:6][C:7](=[O:20])[NH:8][C:9]1[S:10][C:11]2[CH:17]=[CH:16][CH:15]=[C:14]([O:18][CH3:19])[C:12]=2[N:13]=1. (6) Given the product [CH3:29][O:28][C:26]([C:25]1[CH:33]=[CH:34][C:22]([N:17]2[C:15]3[N:16]=[C:11]([NH:10][C:9]4[CH:8]=[CH:7][C:6]([C:4]([O:3][CH3:1])=[O:5])=[CH:37][CH:36]=4)[N:12]=[C:13]([CH3:35])[C:14]=3[CH:20]=[CH:19][C:18]2=[O:21])=[CH:23][CH:24]=1)=[O:27], predict the reactants needed to synthesize it. The reactants are: [CH2:1]([O:3][C:4]([C:6]1[CH:37]=[CH:36][C:9]([NH:10][C:11]2[N:12]=[C:13]([CH3:35])[C:14]3[CH:20]=[CH:19][C:18](=[O:21])[N:17]([C:22]4[CH:34]=[CH:33][C:25]([C:26]([O:28][C:29](C)(C)C)=[O:27])=[CH:24][CH:23]=4)[C:15]=3[N:16]=2)=[CH:8][CH:7]=1)=[O:5])C.OS(O)(=O)=O.